This data is from Full USPTO retrosynthesis dataset with 1.9M reactions from patents (1976-2016). The task is: Predict the reactants needed to synthesize the given product. (1) Given the product [C:14]([O:12][CH2:11][C:8]1[CH:9]=[C:10]2[CH:2]([CH3:1])[CH2:3][O:4][C:5]2=[CH:6][N:7]=1)(=[O:15])[CH3:13], predict the reactants needed to synthesize it. The reactants are: [CH3:1][CH:2]1[C:10]2[C:5](=[CH:6][N:7]=[C:8]([CH2:11][OH:12])[CH:9]=2)[O:4][CH2:3]1.[CH3:13][C:14](OC(C)=O)=[O:15]. (2) Given the product [CH2:26]([S:23]([C:20]1[CH:21]=[CH:22][C:17]([C@@H:14]([NH:13][C:12]([C:8]2[CH:7]=[C:6]3[C:11](=[CH:10][CH:9]=2)[C@H:3]([CH:1]([CH3:36])[CH3:2])[N:4]([C:29]([O:31][C:32]([CH3:33])([CH3:35])[CH3:34])=[O:30])[CH2:5]3)=[O:28])[CH2:15][OH:16])=[CH:18][CH:19]=1)(=[O:25])=[O:24])[CH3:27].[CH2:71]([S:68]([C:65]1[CH:66]=[CH:67][C:62]([C@@H:59]([NH:58][C:52]([C:48]2[CH:49]=[C:50]3[C:45](=[CH:46][CH:47]=2)[C@@H:44]([CH:55]([CH3:57])[CH3:56])[N:43]([C:41]([O:40][C:36]([CH3:37])([CH3:39])[CH3:38])=[O:42])[CH2:51]3)=[O:54])[CH2:60][OH:61])=[CH:63][CH:64]=1)(=[O:70])=[O:69])[CH3:72], predict the reactants needed to synthesize it. The reactants are: [CH2:1]([C@H:3]1[C:11]2[C:6](=[CH:7][C:8]([C:12](=[O:28])[NH:13][C@H:14]([C:17]3[CH:22]=[CH:21][C:20]([S:23]([CH2:26][CH3:27])(=[O:25])=[O:24])=[CH:19][CH:18]=3)[CH2:15][OH:16])=[CH:9][CH:10]=2)[CH2:5][N:4]1[C:29]([O:31][C:32]([CH3:35])([CH3:34])[CH3:33])=[O:30])[CH3:2].[C:36]([O:40][C:41]([N:43]1[CH2:51][C:50]2[C:45](=[CH:46][CH:47]=[C:48]([C:52]([OH:54])=O)[CH:49]=2)[CH:44]1[CH:55]([CH3:57])[CH3:56])=[O:42])([CH3:39])([CH3:38])[CH3:37].[NH2:58][C@H:59]([C:62]1[CH:67]=[CH:66][C:65]([S:68]([CH2:71][CH3:72])(=[O:70])=[O:69])=[CH:64][CH:63]=1)[CH2:60][OH:61]. (3) Given the product [CH3:1][O:9][C:7](=[O:8])[CH2:6][C:5](=[O:10])[CH2:4][S:19][C:13]1[CH:14]=[CH:15][CH:16]=[C:17]([F:18])[C:12]=1[F:11], predict the reactants needed to synthesize it. The reactants are: [CH3:1]O.Cl[CH2:4][C:5](=[O:10])[CH2:6][C:7]([O-:9])=[O:8].[F:11][C:12]1[C:17]([F:18])=[CH:16][CH:15]=[CH:14][C:13]=1[SH:19]. (4) Given the product [CH:24]([OH:26])=[O:25].[CH3:5][N:4]([CH2:6][C:7]1[CH:12]=[CH:11][C:10]([O:13][CH:20]2[CH2:21][N:22]([C:24]([O:26][C:27]([CH3:30])([CH3:29])[CH3:28])=[O:25])[CH2:23]2)=[C:9]([CH3:14])[CH:8]=1)[CH3:3], predict the reactants needed to synthesize it. The reactants are: [H-].[Na+].[CH3:3][N:4]([CH2:6][C:7]1[CH:12]=[CH:11][C:10]([OH:13])=[C:9]([CH3:14])[CH:8]=1)[CH3:5].CS(O[CH:20]1[CH2:23][N:22]([C:24]([O:26][C:27]([CH3:30])([CH3:29])[CH3:28])=[O:25])[CH2:21]1)(=O)=O.O. (5) The reactants are: C([O:8][NH:9][C:10]([C:12]1[C:17]([O:18]CC2C=CC=CC=2)=[C:16]([CH2:26][OH:27])[C:15]([C:28]([NH:30][CH2:31][C:32]2[CH:37]=[CH:36][C:35]([Cl:38])=[C:34]([Cl:39])[CH:33]=2)=[O:29])=[CH:14][N:13]=1)=[O:11])C1C=CC=CC=1. Given the product [Cl:39][C:34]1[CH:33]=[C:32]([CH:37]=[CH:36][C:35]=1[Cl:38])[CH2:31][NH:30][C:28]([C:15]1[C:16]([CH2:26][OH:27])=[C:17]([OH:18])[C:12]([C:10]([NH:9][OH:8])=[O:11])=[N:13][CH:14]=1)=[O:29], predict the reactants needed to synthesize it. (6) Given the product [NH2:22][C:23]1[CH:24]=[CH:25][C:26]2[C:30]([CH:31]=1)=[N:29][N:28]1[C:4](=[O:21])[CH:5]=[C:6]([CH:8]3[CH2:9][CH2:10][N:11]([C:14]([O:16][C:17]([CH3:18])([CH3:19])[CH3:20])=[O:15])[CH2:12][CH2:13]3)[NH:32][C:27]=21, predict the reactants needed to synthesize it. The reactants are: C(O[C:4](=[O:21])[CH2:5][C:6]([CH:8]1[CH2:13][CH2:12][N:11]([C:14]([O:16][C:17]([CH3:20])([CH3:19])[CH3:18])=[O:15])[CH2:10][CH2:9]1)=O)C.[NH2:22][C:23]1[CH:31]=[C:30]2[C:26]([C:27]([NH2:32])=[N:28][NH:29]2)=[CH:25][CH:24]=1.P([O-])([O-])([O-])=O.[K+].[K+].[K+]. (7) Given the product [Si:33]([O:40][CH2:41][CH2:42][N:43]([C@H:51]1[C:59]2[C:54](=[C:55]([C:60]3[N:63]=[C:16]([C:9]4[S:10][C:11]([C:12]([F:13])([F:14])[F:15])=[C:7]([C:1]5[CH:2]=[CH:3][CH:4]=[CH:5][CH:6]=5)[CH:8]=4)[O:18][N:61]=3)[CH:56]=[CH:57][CH:58]=2)[CH2:53][CH2:52]1)[C:44](=[O:50])[O:45][C:46]([CH3:49])([CH3:48])[CH3:47])([C:36]([CH3:37])([CH3:38])[CH3:39])([CH3:35])[CH3:34], predict the reactants needed to synthesize it. The reactants are: [C:1]1([C:7]2[CH:8]=[C:9]([C:16]([OH:18])=O)[S:10][C:11]=2[C:12]([F:15])([F:14])[F:13])[CH:6]=[CH:5][CH:4]=[CH:3][CH:2]=1.C1C=CC2N(O)N=NC=2C=1.C(Cl)CCl.[Si:33]([O:40][CH2:41][CH2:42][N:43]([C@H:51]1[C:59]2[C:54](=[C:55]([C:60](=[NH:63])[NH:61]O)[CH:56]=[CH:57][CH:58]=2)[CH2:53][CH2:52]1)[C:44](=[O:50])[O:45][C:46]([CH3:49])([CH3:48])[CH3:47])([C:36]([CH3:39])([CH3:38])[CH3:37])([CH3:35])[CH3:34]. (8) The reactants are: [N+:1]([O:4][CH:5]([CH2:33][O:34][N+:35]([O-:37])=[O:36])[CH2:6][O:7][C:8]([O:10][CH2:11]/[C:12](/[C:23]1[CH:28]=[CH:27][C:26]([S:29]([CH3:32])(=[O:31])=[O:30])=[CH:25][CH:24]=1)=[C:13](/[C:17]1[CH:22]=[CH:21][CH:20]=[CH:19][CH:18]=1)\[C:14]([OH:16])=[O:15])=[O:9])([O-:3])=[O:2].[CH2:38](Br)[C:39]1[CH:44]=[CH:43][CH:42]=[CH:41][CH:40]=1.C(=O)([O-])[O-].[K+].[K+]. Given the product [N+:1]([O:4][CH:5]([CH2:33][O:34][N+:35]([O-:37])=[O:36])[CH2:6][O:7][C:8]([O:10][CH2:11]/[C:12](/[C:23]1[CH:24]=[CH:25][C:26]([S:29]([CH3:32])(=[O:30])=[O:31])=[CH:27][CH:28]=1)=[C:13](/[C:17]1[CH:18]=[CH:19][CH:20]=[CH:21][CH:22]=1)\[C:14]([O:16][CH2:38][C:39]1[CH:44]=[CH:43][CH:42]=[CH:41][CH:40]=1)=[O:15])=[O:9])([O-:3])=[O:2], predict the reactants needed to synthesize it.